From a dataset of Experimentally validated miRNA-target interactions with 360,000+ pairs, plus equal number of negative samples. Binary Classification. Given a miRNA mature sequence and a target amino acid sequence, predict their likelihood of interaction. (1) The miRNA is hsa-miR-1307-5p with sequence UCGACCGGACCUCGACCGGCU. The protein sequence of the target gene is MTLESIMACCLSEEAKEARRINDEIERQLRRDKRDARRELKLLLLGTGESGKSTFIKQMRIIHGSGYSDEDKRGFTKLVYQNIFTAMQAMIRAMDTLKIPYKYEHNKAHAQLVREVDVEKVSAFENPYVDAIKSLWNDPGIQECYDRRREYQLSDSTKYYLNDLDRVADPSYLPTQQDVLRVRVPTTGIIEYPFDLQSVIFRMVDVGGQRSERRKWIHCFENVTSIMFLVALSEYDQVLVESDNENRMEESKALFRTIITYPWFQNSSVILFLNKKDLLEEKIMYSHLVDYFPEYDGPQR.... Result: 0 (no interaction). (2) The miRNA is hsa-miR-1245b-5p with sequence UAGGCCUUUAGAUCACUUAAA. The protein sequence of the target gene is MAEAVERTDELVREYLLFRGFTHTLRQLDAEIKADKEKGFRVDKIVDQLQQLMQVYDLAALRDYWSYLERRLFSRLEDIYRPTIHKLKTSLFRFYLVYTIQTNRNDKAQEFFAKQATELQNQAEWKDWFVLPFLPSPDTNPTFATYFSRQWADTFIVSLHNFLSVLFQCMPVPVILNFDAECQRTNQVQEENEVLRQKLFALQAEIHRLKKEEQQPEEEEALVQHKLPPYVSNMDRLGDSELAMVCSQRNASLSQSPRVGFLSSLLPQSKKSPSRLSPAQGPPQPQSSAKKESFGGQGTK.... Result: 0 (no interaction).